This data is from Full USPTO retrosynthesis dataset with 1.9M reactions from patents (1976-2016). The task is: Predict the reactants needed to synthesize the given product. (1) Given the product [CH3:1][C:2]1[CH:8]=[C:7]([C:9]([OH:18])([C:10]([F:12])([F:13])[F:11])[C:14]([F:15])([F:16])[F:17])[CH:6]=[C:5]([CH3:19])[C:3]=1[NH:4][C:26](=[O:27])[C:25]1[CH:29]=[CH:30][CH:31]=[C:23]([N+:20]([O-:22])=[O:21])[CH:24]=1, predict the reactants needed to synthesize it. The reactants are: [CH3:1][C:2]1[CH:8]=[C:7]([C:9]([OH:18])([C:14]([F:17])([F:16])[F:15])[C:10]([F:13])([F:12])[F:11])[CH:6]=[C:5]([CH3:19])[C:3]=1[NH2:4].[N+:20]([C:23]1[CH:24]=[C:25]([CH:29]=[CH:30][CH:31]=1)[C:26](Cl)=[O:27])([O-:22])=[O:21].C([O-])(O)=O.[Na+].S([O-])([O-])(=O)=O.[Mg+2]. (2) The reactants are: [F:1][C:2]1[C:3]([CH2:22][OH:23])=[CH:4][N:5]([S:13]([C:16]2[CH:21]=[CH:20][CH:19]=[CH:18][CH:17]=2)(=[O:15])=[O:14])[C:6]=1[C:7]1[CH:12]=[CH:11][CH:10]=[CH:9][CH:8]=1.C[N+]1([O-])CCOCC1. Given the product [F:1][C:2]1[C:3]([CH:22]=[O:23])=[CH:4][N:5]([S:13]([C:16]2[CH:17]=[CH:18][CH:19]=[CH:20][CH:21]=2)(=[O:15])=[O:14])[C:6]=1[C:7]1[CH:8]=[CH:9][CH:10]=[CH:11][CH:12]=1, predict the reactants needed to synthesize it. (3) Given the product [Cl:1][C:2]1[CH:3]=[C:4]([C:8]2[C:13]3[N:14]([CH2:25][C@H:26]4[CH2:27][CH2:28][C@H:29]([CH3:32])[CH2:30][CH2:31]4)[C:15]([NH:17][C:18]4[CH:23]=[CH:22][CH:21]=[CH:20][C:19]=4[F:24])=[N:16][C:12]=3[CH:11]=[C:10]([C:33]3[NH:36][C:41](=[O:37])[O:35][N:34]=3)[N:9]=2)[CH:5]=[N:6][CH:7]=1, predict the reactants needed to synthesize it. The reactants are: [Cl:1][C:2]1[CH:3]=[C:4]([C:8]2[C:13]3[N:14]([CH2:25][C@H:26]4[CH2:31][CH2:30][C@H:29]([CH3:32])[CH2:28][CH2:27]4)[C:15]([NH:17][C:18]4[CH:23]=[CH:22][CH:21]=[CH:20][C:19]=4[F:24])=[N:16][C:12]=3[CH:11]=[C:10]([C:33](=[NH:36])[NH:34][OH:35])[N:9]=2)[CH:5]=[N:6][CH:7]=1.[O:37]1[C:41](=O)NC=N1. (4) Given the product [Cl:1][C:2]1[CH:3]=[CH:4][C:5]([CH2:6][N:7]2[C:12](=[N:40][C:39]3[CH:41]=[CH:42][C:43]([O:44][CH:45]([CH3:46])[CH3:47])=[C:37]([CH3:36])[CH:38]=3)[NH:11][C:10](=[O:16])[N:9]([CH2:17][CH2:18][C@H:19]([NH:25][C:26]([O:28][C:29]([CH3:31])([CH3:30])[CH3:32])=[O:27])[C:20]([O:22][CH2:23][CH3:24])=[O:21])[C:8]2=[O:33])=[CH:34][CH:35]=1, predict the reactants needed to synthesize it. The reactants are: [Cl:1][C:2]1[CH:35]=[CH:34][C:5]([CH2:6][N:7]2[C:12](SCC)=[N:11][C:10](=[O:16])[N:9]([CH2:17][CH2:18][C@H:19]([NH:25][C:26]([O:28][C:29]([CH3:32])([CH3:31])[CH3:30])=[O:27])[C:20]([O:22][CH2:23][CH3:24])=[O:21])[C:8]2=[O:33])=[CH:4][CH:3]=1.[CH3:36][C:37]1[CH:38]=[C:39]([CH:41]=[CH:42][C:43]=1[O:44][CH:45]([CH3:47])[CH3:46])[NH2:40].C(O)(=O)C.C(=O)(O)[O-].[Na+]. (5) Given the product [Cl:1][C:2]1[CH:7]=[CH:6][C:5]([CH:8]([NH:31][C:32]2[CH:33]=[C:34]([CH3:40])[C:35](=[O:39])[N:36]([CH3:38])[CH:37]=2)[C:9]2[C:10]([CH3:29])=[N:11][N:12]([C:19]3[C:20]([O:27][CH3:28])=[N:21][C:22]([O:25][CH3:26])=[N:23][CH:24]=3)[C:13]=2[C:14]([O:16][CH2:17][CH3:18])=[O:15])=[CH:4][CH:3]=1, predict the reactants needed to synthesize it. The reactants are: [Cl:1][C:2]1[CH:7]=[CH:6][C:5]([CH:8](O)[C:9]2[C:10]([CH3:29])=[N:11][N:12]([C:19]3[C:20]([O:27][CH3:28])=[N:21][C:22]([O:25][CH3:26])=[N:23][CH:24]=3)[C:13]=2[C:14]([O:16][CH2:17][CH3:18])=[O:15])=[CH:4][CH:3]=1.[NH2:31][C:32]1[CH:33]=[C:34]([CH3:40])[C:35](=[O:39])[N:36]([CH3:38])[CH:37]=1.